This data is from Full USPTO retrosynthesis dataset with 1.9M reactions from patents (1976-2016). The task is: Predict the reactants needed to synthesize the given product. Given the product [N:17]1([C:15]([C:9]2[CH:10]=[CH:11][C:12]3[C:13]4[N:14]=[C:2]([C:34]5[CH:35]=[CH:36][C:37]([N:40]6[CH2:41][CH2:42][O:43][CH2:44][CH2:45]6)=[CH:38][CH:39]=5)[CH:3]=[C:4]([C:23]([NH2:25])=[O:24])[C:5]=4[NH:6][C:7]=3[CH:8]=2)=[O:16])[CH2:22][CH2:21][O:20][CH2:19][CH2:18]1, predict the reactants needed to synthesize it. The reactants are: Br[C:2]1[CH:3]=[C:4]([C:23]([NH2:25])=[O:24])[C:5]2[NH:6][C:7]3[CH:8]=[C:9]([C:15]([N:17]4[CH2:22][CH2:21][O:20][CH2:19][CH2:18]4)=[O:16])[CH:10]=[CH:11][C:12]=3[C:13]=2[N:14]=1.CC1(C)C(C)(C)OB([C:34]2[CH:39]=[CH:38][C:37]([N:40]3[CH2:45][CH2:44][O:43][CH2:42][CH2:41]3)=[CH:36][CH:35]=2)O1.C([O-])([O-])=O.[Na+].[Na+].